Dataset: Peptide-MHC class II binding affinity with 134,281 pairs from IEDB. Task: Regression. Given a peptide amino acid sequence and an MHC pseudo amino acid sequence, predict their binding affinity value. This is MHC class II binding data. (1) The peptide sequence is LKELIKVGLPSFENL. The MHC is DRB1_0101 with pseudo-sequence DRB1_0101. The binding affinity (normalized) is 0.575. (2) The peptide sequence is RLKGKSCDDWLGGSV. The MHC is DRB1_0401 with pseudo-sequence DRB1_0401. The binding affinity (normalized) is 0.184.